From a dataset of Catalyst prediction with 721,799 reactions and 888 catalyst types from USPTO. Predict which catalyst facilitates the given reaction. (1) Reactant: [S:1]1[CH:5]=[CH:4][N:3]=[C:2]1[NH:6][S:7]([C:10]1[CH:11]=[N:12][C:13](Cl)=[CH:14][CH:15]=1)(=[O:9])=[O:8].[NH3:17]. Product: [NH2:17][C:13]1[N:12]=[CH:11][C:10]([S:7]([NH:6][C:2]2[S:1][CH:5]=[CH:4][N:3]=2)(=[O:9])=[O:8])=[CH:15][CH:14]=1. The catalyst class is: 5. (2) Reactant: [N:1]1[CH:6]=[CH:5][CH:4]=[CH:3][C:2]=1[C:7]1[N:11]=[C:10]([C:12]2[CH:17]=[C:16]([OH:18])[CH:15]=[C:14]([C:19]#[N:20])[CH:13]=2)[O:9][N:8]=1.C(=O)([O-])[O-].[K+].[K+].I[CH2:28][C:29]([F:32])([F:31])[F:30]. Product: [N:1]1[CH:6]=[CH:5][CH:4]=[CH:3][C:2]=1[C:7]1[N:11]=[C:10]([C:12]2[CH:17]=[C:16]([O:18][CH2:28][C:29]([F:32])([F:31])[F:30])[CH:15]=[C:14]([C:19]#[N:20])[CH:13]=2)[O:9][N:8]=1. The catalyst class is: 204. (3) Reactant: [C@@:1]12([CH2:11]S(O)(=O)=O)[C:8]([CH3:10])(C)[CH:5]([CH2:6][CH2:7]1)CC2=O.[C@@:16]12(CS(O)(=O)=O)C(C)(C)C(CC1)C[C:17]2=[O:18].[NH:31]1[CH2:36][CH2:35][NH:34][CH2:33][C@@H:32]1[C:37]([OH:39])=O.C(OC(N1[CH2:52][CH2:51][N:50]([CH2:53][CH2:54][CH2:55][CH2:56][CH2:57][CH2:58][CH3:59])[C@@H](CO)C1)=O)(C)(C)C.FC(F)(F)[C:64](O)=[O:65]. Product: [CH2:11]([N:31]1[CH2:36][CH2:35][N:34]([CH2:16][CH:17]([OH:18])[C:55]2[C:56]3[C:51](=[CH:52][CH:59]=[C:58]([O:65][CH3:64])[CH:57]=3)[N:50]=[CH:53][CH:54]=2)[CH2:33][C@@H:32]1[CH2:37][OH:39])[CH2:1][CH2:7][CH2:6][CH2:5][CH2:8][CH3:10]. The catalyst class is: 4.